From a dataset of Forward reaction prediction with 1.9M reactions from USPTO patents (1976-2016). Predict the product of the given reaction. (1) The product is: [C:28]([C:26]1[N:27]=[C:23]([N:21]2[CH2:22][CH:19]([OH:18])[CH2:20]2)[S:24][CH:25]=1)#[N:29]. Given the reactants [Si]([O:18][CH:19]1[CH2:22][N:21]([C:23]2[S:24][CH:25]=[C:26]([C:28]#[N:29])[N:27]=2)[CH2:20]1)(C(C)(C)C)(C1C=CC=CC=1)C1C=CC=CC=1.[F-].C([N+](CCCC)(CCCC)CCCC)CCC, predict the reaction product. (2) Given the reactants [CH3:1][O:2][C:3]1[CH:4]=[C:5]2[C:10](=[CH:11][CH:12]=1)[C:9](B1OC(C)(C)C(C)(C)O1)=[CH:8][CH:7]=[CH:6]2.Cl[C:23]1[CH:24]=[C:25]([CH2:29][N:30]2[CH:34]=[CH:33][N:32]=[C:31]2[CH3:35])[N:26]=[N:27][CH:28]=1, predict the reaction product. The product is: [CH3:1][O:2][C:3]1[CH:4]=[C:5]2[C:10](=[CH:11][CH:12]=1)[C:9]([C:23]1[CH:24]=[C:25]([CH2:29][N:30]3[CH:34]=[CH:33][N:32]=[C:31]3[CH3:35])[N:26]=[N:27][CH:28]=1)=[CH:8][CH:7]=[CH:6]2. (3) Given the reactants CO[C:3]1[CH:4]=[C:5]([NH:9][C:10]2[CH:26]=[CH:25][C:13]3[S:14][C:15]([C:18]4[CH:23]=[CH:22][N:21]=[C:20]([NH2:24])[N:19]=4)=[C:16]([CH3:17])[C:12]=3[CH:11]=2)[CH:6]=[CH:7][CH:8]=1.NC1C=C([NH:34][C:35](=[O:37])[CH3:36])C=CC=1.COC1C=C(C=CC=1)N, predict the reaction product. The product is: [NH2:24][C:20]1[N:19]=[C:18]([C:15]2[S:14][C:13]3[CH:25]=[CH:26][C:10]([NH:9][C:5]4[CH:4]=[C:3]([NH:34][C:35](=[O:37])[CH3:36])[CH:8]=[CH:7][CH:6]=4)=[CH:11][C:12]=3[C:16]=2[CH3:17])[CH:23]=[CH:22][N:21]=1. (4) Given the reactants [F:1][C:2]1[CH:3]=[C:4]2[C:9](=[C:10]([NH2:12])[CH:11]=1)[N:8]=[CH:7][CH:6]=[CH:5]2.[N+:13]([C:16]1[CH:21]=[CH:20][CH:19]=[CH:18][C:17]=1[S:22](Cl)(=[O:24])=[O:23])([O-:15])=[O:14], predict the reaction product. The product is: [F:1][C:2]1[CH:3]=[C:4]2[C:9](=[C:10]([NH:12][S:22]([C:17]3[CH:18]=[CH:19][CH:20]=[CH:21][C:16]=3[N+:13]([O-:15])=[O:14])(=[O:23])=[O:24])[CH:11]=1)[N:8]=[CH:7][CH:6]=[CH:5]2. (5) Given the reactants [CH3:1][O:2][C:3](=[O:37])[CH:4]([C:9]1[CH:10]=[C:11]([C:23]2[CH:28]=[C:27]([C:29]([F:32])([F:31])[F:30])[CH:26]=[C:25]([C:33]([F:36])([F:35])[F:34])[CH:24]=2)[CH:12]=[C:13](OS(C(F)(F)F)(=O)=O)[CH:14]=1)[CH2:5][CH:6]([CH3:8])[CH3:7].[C:38]([C:40]1[CH:45]=[CH:44][C:43](B(O)O)=[CH:42][CH:41]=1)#[N:39], predict the reaction product. The product is: [CH3:1][O:2][C:3](=[O:37])[CH:4]([C:9]1[CH:10]=[C:11]([C:23]2[CH:28]=[C:27]([C:29]([F:32])([F:30])[F:31])[CH:26]=[C:25]([C:33]([F:35])([F:34])[F:36])[CH:24]=2)[CH:12]=[C:13]([C:43]2[CH:44]=[CH:45][C:40]([C:38]#[N:39])=[CH:41][CH:42]=2)[CH:14]=1)[CH2:5][CH:6]([CH3:7])[CH3:8]. (6) Given the reactants CCN(C(C)C)C(C)C.[Cl:10][C:11]1[CH:12]=[CH:13][C:14]2[N:15]([CH:17]=[C:18]([NH2:20])[N:19]=2)[N:16]=1.[N:21]1[CH:26]=[CH:25][C:24]([C:27]2[S:28][CH:29]=[C:30]([C:32](O)=[O:33])[N:31]=2)=[CH:23][CH:22]=1.CN(C(ON1N=NC2C=CC=NC1=2)=[N+](C)C)C.F[P-](F)(F)(F)(F)F, predict the reaction product. The product is: [Cl:10][C:11]1[CH:12]=[CH:13][C:14]2[N:15]([CH:17]=[C:18]([NH:20][C:32]([C:30]3[N:31]=[C:27]([C:24]4[CH:25]=[CH:26][N:21]=[CH:22][CH:23]=4)[S:28][CH:29]=3)=[O:33])[N:19]=2)[N:16]=1.